Task: Predict the reaction yield, written as a fraction of the theoretical maximum amount of product (1.0 means a 100% yield; for example, 0.34 means a 34% yield).. Dataset: Reaction yield outcomes from USPTO patents with 853,638 reactions (1) The reactants are [CH3:1][O:2][C:3]([N:5]([CH2:12][CH2:13][OH:14])[C:6]1[CH:11]=[CH:10][CH:9]=[CH:8][CH:7]=1)=[O:4].C(N(CC)CC)C.S(=O)(=O)=O.O. The catalyst is CS(C)=O. The product is [CH3:1][O:2][C:3]([N:5]([CH2:12][CH:13]=[O:14])[C:6]1[CH:7]=[CH:8][CH:9]=[CH:10][CH:11]=1)=[O:4]. The yield is 0.460. (2) The yield is 0.950. The reactants are [NH2:1][C:2]1[S:6][N:5]=[C:4]([CH3:7])[C:3]=1[C:8]#[N:9].CCN(CC)CC.[C:17](Cl)(=[O:21])[CH2:18][CH2:19][CH3:20]. The catalyst is C(Cl)Cl. The product is [C:8]([C:3]1[C:4]([CH3:7])=[N:5][S:6][C:2]=1[NH:1][C:17](=[O:21])[CH2:18][CH2:19][CH3:20])#[N:9]. (3) The reactants are [F:1][C@@H:2]1[CH2:6][N:5]([C:7](=[O:10])[CH2:8][OH:9])[C@H:4]([C:11]([NH2:13])=[O:12])[CH2:3]1.Cl.CN(C)C.C(N(CC)CC)C.[C:26]1([S:32](Cl)(=[O:34])=[O:33])[CH:31]=[CH:30][CH:29]=[CH:28][CH:27]=1. The catalyst is C(#N)C.O. The product is [C:26]1([S:32]([O:9][CH2:8][C:7]([N:5]2[CH2:6][C@@H:2]([F:1])[CH2:3][C@H:4]2[C:11]([NH2:13])=[O:12])=[O:10])(=[O:34])=[O:33])[CH:31]=[CH:30][CH:29]=[CH:28][CH:27]=1. The yield is 0.800. (4) The yield is 0.890. The catalyst is C(Cl)Cl.N1C=CC=CC=1.CCOC(C)=O. The product is [F:1][C:2]([F:15])([F:14])[S:3]([O:6][C:18]1[C:17]([CH3:16])=[C:26]2[C:21]([CH2:22][CH2:23][CH:24]([C:27]3[CH:28]=[CH:29][CH:30]=[CH:31][CH:32]=3)[O:25]2)=[CH:20][CH:19]=1)(=[O:5])=[O:4]. The reactants are [F:1][C:2]([F:15])([F:14])[S:3]([O:6]S(C(F)(F)F)(=O)=O)(=[O:5])=[O:4].[CH3:16][C:17]1[C:18](O)=[CH:19][CH:20]=[C:21]2[C:26]=1[O:25][CH:24]([C:27]1[CH:32]=[CH:31][CH:30]=[CH:29][CH:28]=1)[CH2:23][CH2:22]2. (5) The catalyst is C(#N)C.O.[N+]([O-])([O-])=O.[Ag+]. The reactants are [CH3:1][C:2]1[C:7]([O:8][CH3:9])=[C:6]([OH:10])[C:5]2[C@H:11]3[N:33]([CH3:34])[C@@H:31]([CH2:32][C:4]=2[CH:3]=1)[C@H:30](C#N)[N:29]1[C@H:12]3[C@@H:13]2[S:43][CH2:42][C@:41]3([NH:52][CH2:51][CH2:50][C:49]4[C:44]3=[CH:45][C:46]([O:54][CH3:55])=[C:47]([OH:53])[CH:48]=4)[C:39](=[O:40])[O:38][CH2:37][C@H:28]1[C:15]1[C:16]3[O:27][CH2:26][O:25][C:17]=3[C:18]([CH3:24])=[C:19]([O:20][C:21]([CH3:23])=[O:22])[C:14]2=1.[Cl-].[Na+].C(=O)([O-])[OH:59].[Na+]. The yield is 0.920. The product is [CH3:1][C:2]1[C:7]([O:8][CH3:9])=[C:6]([OH:10])[C:5]2[C@H:11]3[N:33]([CH3:34])[C@@H:31]([CH2:32][C:4]=2[CH:3]=1)[C@H:30]([OH:59])[N:29]1[C@H:12]3[C@H:13]2[S:43][CH2:42][C@:41]3([NH:52][CH2:51][CH2:50][C:49]4[C:44]3=[CH:45][C:46]([O:54][CH3:55])=[C:47]([OH:53])[CH:48]=4)[C:39](=[O:40])[O:38][CH2:37][C@@H:28]1[C:15]1[C:16]3[O:27][CH2:26][O:25][C:17]=3[C:18]([CH3:24])=[C:19]([O:20][C:21]([CH3:23])=[O:22])[C:14]2=1. (6) The reactants are [NH2:1][C:2]1[CH:7]=[CH:6][C:5]([CH2:8][C:9]([O:11][C:12]([CH3:15])([CH3:14])[CH3:13])=[O:10])=[CH:4][C:3]=1[CH3:16].CCN(CC)CC.[C:24]1([N:30]=[C:31]=[O:32])[CH:29]=[CH:28][CH:27]=[CH:26][CH:25]=1. The catalyst is C1COCC1. The product is [CH3:16][C:3]1[CH:4]=[C:5]([CH2:8][C:9]([O:11][C:12]([CH3:13])([CH3:15])[CH3:14])=[O:10])[CH:6]=[CH:7][C:2]=1[NH:1][C:31]([NH:30][C:24]1[CH:29]=[CH:28][CH:27]=[CH:26][CH:25]=1)=[O:32]. The yield is 0.610.